Dataset: NCI-60 drug combinations with 297,098 pairs across 59 cell lines. Task: Regression. Given two drug SMILES strings and cell line genomic features, predict the synergy score measuring deviation from expected non-interaction effect. (1) Drug 1: CC1=C(C(=O)C2=C(C1=O)N3CC4C(C3(C2COC(=O)N)OC)N4)N. Drug 2: CC(C)(C1=NC(=CC=C1)N2C3=NC(=NC=C3C(=O)N2CC=C)NC4=CC=C(C=C4)N5CCN(CC5)C)O. Cell line: SK-OV-3. Synergy scores: CSS=67.3, Synergy_ZIP=4.98, Synergy_Bliss=4.71, Synergy_Loewe=2.03, Synergy_HSA=10.3. (2) Drug 1: COC1=C(C=C2C(=C1)N=CN=C2NC3=CC(=C(C=C3)F)Cl)OCCCN4CCOCC4. Drug 2: CC1=C(C(=CC=C1)Cl)NC(=O)C2=CN=C(S2)NC3=CC(=NC(=N3)C)N4CCN(CC4)CCO. Cell line: HCT-15. Synergy scores: CSS=42.5, Synergy_ZIP=0.922, Synergy_Bliss=4.46, Synergy_Loewe=6.07, Synergy_HSA=7.90.